This data is from Peptide-MHC class I binding affinity with 185,985 pairs from IEDB/IMGT. The task is: Regression. Given a peptide amino acid sequence and an MHC pseudo amino acid sequence, predict their binding affinity value. This is MHC class I binding data. The peptide sequence is FLHPKHWGT. The MHC is HLA-B40:01 with pseudo-sequence HLA-B40:01. The binding affinity (normalized) is 0.0847.